Dataset: Full USPTO retrosynthesis dataset with 1.9M reactions from patents (1976-2016). Task: Predict the reactants needed to synthesize the given product. (1) Given the product [Cl:8][C:6]1[CH:5]=[C:4]([C:9]2([C:28]([F:31])([F:29])[F:30])[O:13][N:12]=[C:11]([C:14]3[CH:19]=[CH:18][C:17]([S:20][CH:21]4[CH2:25][CH2:24][N:23]([CH2:44][C:45]([F:48])([F:47])[F:46])[C:22]4=[O:26])=[C:16]([CH3:27])[CH:15]=3)[CH2:10]2)[CH:3]=[C:2]([Cl:1])[CH:7]=1, predict the reactants needed to synthesize it. The reactants are: [Cl:1][C:2]1[CH:3]=[C:4]([C:9]2([C:28]([F:31])([F:30])[F:29])[O:13][N:12]=[C:11]([C:14]3[CH:19]=[CH:18][C:17]([S:20][CH:21]4[CH2:25][CH2:24][NH:23][C:22]4=[O:26])=[C:16]([CH3:27])[CH:15]=3)[CH2:10]2)[CH:5]=[C:6]([Cl:8])[CH:7]=1.C([O-])([O-])=O.[K+].[K+].FC(F)(F)S(O[CH2:44][C:45]([F:48])([F:47])[F:46])(=O)=O.O. (2) Given the product [Cl:1][C:2]1[CH:3]=[CH:4][C:5]([C:8]2[N:9]=[CH:10][C:11]([C:21]([O:23][C:24]([CH3:27])([CH3:26])[CH3:25])=[O:22])=[N:12][C:13]=2[C:14]2[CH:19]=[CH:18][C:17]([Cl:20])=[CH:16][CH:15]=2)=[CH:6][CH:7]=1, predict the reactants needed to synthesize it. The reactants are: [Cl:1][C:2]1[CH:7]=[CH:6][C:5]([C:8]2[N:9]=[CH:10][C:11]([C:21]([OH:23])=[O:22])=[N:12][C:13]=2[C:14]2[CH:19]=[CH:18][C:17]([Cl:20])=[CH:16][CH:15]=2)=[CH:4][CH:3]=1.[C:24](OC(N(C)C)O[C:24]([CH3:27])([CH3:26])[CH3:25])([CH3:27])([CH3:26])[CH3:25].O.C(OCC)C. (3) Given the product [C:1]([O:5][C:6]([N:8]1[CH2:14][CH2:13][C:12]2[C:15]([S:20][CH2:21][C:22]3[CH:23]=[CH:24][C:25]([CH2:28][O:29][CH3:32])=[CH:26][CH:27]=3)=[C:16]([Cl:19])[CH:17]=[CH:18][C:11]=2[CH2:10][CH2:9]1)=[O:7])([CH3:4])([CH3:2])[CH3:3], predict the reactants needed to synthesize it. The reactants are: [C:1]([O:5][C:6]([N:8]1[CH2:14][CH2:13][C:12]2[C:15]([S:20][CH2:21][C:22]3[CH:27]=[CH:26][C:25]([CH2:28][OH:29])=[CH:24][CH:23]=3)=[C:16]([Cl:19])[CH:17]=[CH:18][C:11]=2[CH2:10][CH2:9]1)=[O:7])([CH3:4])([CH3:3])[CH3:2].[H-].[Na+].[CH3:32]I.